Dataset: Forward reaction prediction with 1.9M reactions from USPTO patents (1976-2016). Task: Predict the product of the given reaction. (1) Given the reactants C(OC([N:8]1[CH2:24][CH2:23][C@@H:11]2[N:12]([CH3:22])[C:13]3[C:14]([C:20]#[N:21])=[CH:15][C:16](Br)=[CH:17][C:18]=3[C@@H:10]2[CH2:9]1)=O)(C)(C)C.[Br-].[CH2:26]([Zn+])[CH2:27][C:28]1[CH:33]=[CH:32][CH:31]=[CH:30][CH:29]=1, predict the reaction product. The product is: [CH3:22][N:12]1[C:13]2[C:18](=[CH:17][C:16]([CH2:26][CH2:27][C:28]3[CH:33]=[CH:32][CH:31]=[CH:30][CH:29]=3)=[CH:15][C:14]=2[C:20]#[N:21])[C@@H:10]2[CH2:9][NH:8][CH2:24][CH2:23][C@H:11]12. (2) Given the reactants [NH2:1][CH:2]([C:8]([OH:10])=O)[CH2:3][CH2:4][C:5]([OH:7])=[O:6].[C:11](Cl)(=[O:23])[CH2:12][CH2:13][CH2:14][CH2:15][CH2:16][CH2:17][CH2:18][CH2:19][CH2:20][CH2:21][CH3:22].S(=O)(=O)(O)O.[CH2:30]([NH2:34])[CH2:31][CH2:32][CH3:33], predict the reaction product. The product is: [CH2:30]([N:34]([CH2:8][CH2:2][CH2:3][CH3:4])[C:8](=[O:10])[CH:2]([CH2:3][CH2:4][C:5]([OH:7])=[O:6])[NH:1][C:11](=[O:23])[CH2:12][CH2:13][CH2:14][CH2:15][CH2:16][CH2:17][CH2:18][CH2:19][CH2:20][CH2:21][CH3:22])[CH2:31][CH2:32][CH3:33]. (3) Given the reactants [NH2:1][C:2]1[C:7]([F:8])=[C:6](Cl)[N:5]=[C:4]([C:10]([O:12][CH3:13])=[O:11])[C:3]=1[Cl:14].[F:15][C:16]1[C:17](B2OC(C)(C)C(C)(C)O2)=[CH:18][CH:19]=[C:20]2[C:24]=1[NH:23][CH:22]=[CH:21]2.[F-].[Cs+].[F-].[K+], predict the reaction product. The product is: [NH2:1][C:2]1[C:7]([F:8])=[C:6]([C:17]2[C:16]([F:15])=[C:24]3[C:20]([CH:21]=[CH:22][NH:23]3)=[CH:19][CH:18]=2)[N:5]=[C:4]([C:10]([O:12][CH3:13])=[O:11])[C:3]=1[Cl:14].